This data is from NCI-60 drug combinations with 297,098 pairs across 59 cell lines. The task is: Regression. Given two drug SMILES strings and cell line genomic features, predict the synergy score measuring deviation from expected non-interaction effect. (1) Drug 1: CC1=C(N=C(N=C1N)C(CC(=O)N)NCC(C(=O)N)N)C(=O)NC(C(C2=CN=CN2)OC3C(C(C(C(O3)CO)O)O)OC4C(C(C(C(O4)CO)O)OC(=O)N)O)C(=O)NC(C)C(C(C)C(=O)NC(C(C)O)C(=O)NCCC5=NC(=CS5)C6=NC(=CS6)C(=O)NCCC[S+](C)C)O. Drug 2: CN(CCCl)CCCl.Cl. Cell line: HCC-2998. Synergy scores: CSS=19.4, Synergy_ZIP=-10.3, Synergy_Bliss=-6.94, Synergy_Loewe=-4.19, Synergy_HSA=-2.44. (2) Drug 1: C1CC(C1)(C(=O)O)C(=O)O.[NH2-].[NH2-].[Pt+2]. Drug 2: COC1=C2C(=CC3=C1OC=C3)C=CC(=O)O2. Cell line: NCIH23. Synergy scores: CSS=40.9, Synergy_ZIP=-5.14, Synergy_Bliss=-3.29, Synergy_Loewe=-3.22, Synergy_HSA=-1.01. (3) Drug 1: C1CCC(CC1)NC(=O)N(CCCl)N=O. Drug 2: CC(C)CN1C=NC2=C1C3=CC=CC=C3N=C2N. Cell line: SR. Synergy scores: CSS=72.8, Synergy_ZIP=8.02, Synergy_Bliss=9.03, Synergy_Loewe=9.18, Synergy_HSA=9.82. (4) Drug 1: CC1CCC2CC(C(=CC=CC=CC(CC(C(=O)C(C(C(=CC(C(=O)CC(OC(=O)C3CCCCN3C(=O)C(=O)C1(O2)O)C(C)CC4CCC(C(C4)OC)O)C)C)O)OC)C)C)C)OC. Drug 2: CC1=C2C(C(=O)C3(C(CC4C(C3C(C(C2(C)C)(CC1OC(=O)C(C(C5=CC=CC=C5)NC(=O)C6=CC=CC=C6)O)O)OC(=O)C7=CC=CC=C7)(CO4)OC(=O)C)O)C)OC(=O)C. Cell line: A498. Synergy scores: CSS=22.4, Synergy_ZIP=-0.186, Synergy_Bliss=6.24, Synergy_Loewe=3.23, Synergy_HSA=5.82. (5) Drug 1: CCC1(CC2CC(C3=C(CCN(C2)C1)C4=CC=CC=C4N3)(C5=C(C=C6C(=C5)C78CCN9C7C(C=CC9)(C(C(C8N6C=O)(C(=O)OC)O)OC(=O)C)CC)OC)C(=O)OC)O.OS(=O)(=O)O. Drug 2: CC1=C(N=C(N=C1N)C(CC(=O)N)NCC(C(=O)N)N)C(=O)NC(C(C2=CN=CN2)OC3C(C(C(C(O3)CO)O)O)OC4C(C(C(C(O4)CO)O)OC(=O)N)O)C(=O)NC(C)C(C(C)C(=O)NC(C(C)O)C(=O)NCCC5=NC(=CS5)C6=NC(=CS6)C(=O)NCCC[S+](C)C)O. Cell line: MDA-MB-231. Synergy scores: CSS=14.4, Synergy_ZIP=-1.59, Synergy_Bliss=-0.0702, Synergy_Loewe=-2.10, Synergy_HSA=-0.767. (6) Synergy scores: CSS=-1.10, Synergy_ZIP=-1.68, Synergy_Bliss=-3.26, Synergy_Loewe=-2.37, Synergy_HSA=-2.41. Drug 2: C1=NNC2=C1C(=O)NC=N2. Cell line: OVCAR-4. Drug 1: CCC1(CC2CC(C3=C(CCN(C2)C1)C4=CC=CC=C4N3)(C5=C(C=C6C(=C5)C78CCN9C7C(C=CC9)(C(C(C8N6C=O)(C(=O)OC)O)OC(=O)C)CC)OC)C(=O)OC)O.OS(=O)(=O)O. (7) Drug 1: CCCCCOC(=O)NC1=NC(=O)N(C=C1F)C2C(C(C(O2)C)O)O. Drug 2: CCC1=C2CN3C(=CC4=C(C3=O)COC(=O)C4(CC)O)C2=NC5=C1C=C(C=C5)O. Cell line: TK-10. Synergy scores: CSS=11.9, Synergy_ZIP=-2.58, Synergy_Bliss=-1.63, Synergy_Loewe=-10.1, Synergy_HSA=-2.22. (8) Drug 1: C1CCC(C1)C(CC#N)N2C=C(C=N2)C3=C4C=CNC4=NC=N3. Drug 2: COC1=NC(=NC2=C1N=CN2C3C(C(C(O3)CO)O)O)N. Cell line: UO-31. Synergy scores: CSS=14.3, Synergy_ZIP=-4.86, Synergy_Bliss=-0.257, Synergy_Loewe=-16.4, Synergy_HSA=0.948. (9) Drug 1: C1=CC(=C2C(=C1NCCNCCO)C(=O)C3=C(C=CC(=C3C2=O)O)O)NCCNCCO. Drug 2: C#CCC(CC1=CN=C2C(=N1)C(=NC(=N2)N)N)C3=CC=C(C=C3)C(=O)NC(CCC(=O)O)C(=O)O. Cell line: 786-0. Synergy scores: CSS=43.9, Synergy_ZIP=-9.04, Synergy_Bliss=-12.4, Synergy_Loewe=-10.6, Synergy_HSA=-9.87. (10) Drug 1: CC(C1=C(C=CC(=C1Cl)F)Cl)OC2=C(N=CC(=C2)C3=CN(N=C3)C4CCNCC4)N. Drug 2: CCCCC(=O)OCC(=O)C1(CC(C2=C(C1)C(=C3C(=C2O)C(=O)C4=C(C3=O)C=CC=C4OC)O)OC5CC(C(C(O5)C)O)NC(=O)C(F)(F)F)O. Cell line: SF-268. Synergy scores: CSS=5.41, Synergy_ZIP=1.15, Synergy_Bliss=3.22, Synergy_Loewe=2.06, Synergy_HSA=0.714.